Dataset: Full USPTO retrosynthesis dataset with 1.9M reactions from patents (1976-2016). Task: Predict the reactants needed to synthesize the given product. (1) Given the product [F:1][C:2]1[CH:3]=[C:4]([CH2:9][C@@H:10]([C:28]2[C:33]([C:34]3[CH:35]=[CH:36][C:37]([F:43])=[C:38]([CH:42]=3)[C:39]([NH2:41])=[O:40])=[CH:32][CH:31]=[CH:30][N:29]=2)[NH:11][C:12](=[O:27])[CH2:13][N:83]2[C:82]3[CH2:81][CH2:80][C:79](=[O:78])[C:86]=3[C:85]([C:87]([F:88])([F:90])[F:89])=[N:84]2)[CH:5]=[C:6]([F:8])[CH:7]=1, predict the reactants needed to synthesize it. The reactants are: [F:1][C:2]1[CH:3]=[C:4]([CH2:9][C@@H:10]([C:28]2[C:33]([C:34]3[CH:35]=[CH:36][C:37]([F:43])=[C:38]([CH:42]=3)[C:39]([NH2:41])=[O:40])=[CH:32][CH:31]=[CH:30][N:29]=2)[NH:11][C:12](=[O:27])[CH2:13]C2C3C(=CC=C(C(F)(F)F)C=3)NC=2)[CH:5]=[C:6]([F:8])[CH:7]=1.FC(F)(F)C(O)=O.N[C@H](C1C(C2C=CC(F)=C(C=2)C(N)=O)=CC=CN=1)CC1C=C(F)C=C(F)C=1.[O:78]=[C:79]1[C:86]2[C:85]([C:87]([F:90])([F:89])[F:88])=[N:84][N:83](CC(O)=O)[C:82]=2[CH2:81][CH2:80]1. (2) Given the product [Cl:33][C:34]1[CH:60]=[CH:59][C:37]([O:38][C:39]2[C:48]3[C:43](=[CH:44][C:45]([CH:10]=[CH:9][C:8]([O:12][C:13]([CH3:16])([CH3:15])[CH3:14])=[O:11])=[C:46]([O:49][CH3:50])[CH:47]=3)[N:42]=[CH:41][N:40]=2)=[C:36]([F:61])[CH:35]=1, predict the reactants needed to synthesize it. The reactants are: C(N(CC)CC)C.[C:8]([O:12][C:13]([CH3:16])([CH3:15])[CH3:14])(=[O:11])[CH:9]=[CH2:10].C1(C(C2C=CC=CC=2)CCP)C=CC=CC=1.[Cl:33][C:34]1[CH:60]=[CH:59][C:37]([O:38][C:39]2[C:48]3[C:43](=[CH:44][C:45](OS(C(F)(F)F)(=O)=O)=[C:46]([O:49][CH3:50])[CH:47]=3)[N:42]=[CH:41][N:40]=2)=[C:36]([F:61])[CH:35]=1. (3) The reactants are: [CH:1]12[CH2:10][C:5]3(O)[CH2:6][CH:7]([CH2:9][CH:3]([CH2:4]3)[NH:2]1)[CH2:8]2.[CH:12]([OH:14])=[O:13].OS(O)(=O)=O.O=S(=O)=O.[CH3:24]O. Given the product [CH:1]12[CH2:10][C:5]3([C:12]([O:14][CH3:24])=[O:13])[CH2:6][CH:7]([CH2:9][CH:3]([CH2:4]3)[NH:2]1)[CH2:8]2, predict the reactants needed to synthesize it. (4) Given the product [O:11]=[C:10]([C:12]1[CH:13]=[CH:14][C:15]([O:18][C:19]([F:20])([F:21])[F:22])=[CH:16][CH:17]=1)[CH2:9][N:7]1[CH2:6][CH2:5][CH2:4][C:3]1=[O:2], predict the reactants needed to synthesize it. The reactants are: C[O:2][C:3]1[CH2:4][CH2:5][CH2:6][N:7]=1.Br[CH2:9][C:10]([C:12]1[CH:17]=[CH:16][C:15]([O:18][C:19]([F:22])([F:21])[F:20])=[CH:14][CH:13]=1)=[O:11].O. (5) Given the product [CH2:19]([C:18]1[C:8]([C:5]2[CH:4]=[CH:3][C:2]([F:1])=[CH:7][CH:6]=2)=[C:9]([OH:10])[C:11]2[C:12]([CH:17]=1)=[CH:13][CH:14]=[CH:15][CH:16]=2)[CH2:20][CH2:21][CH3:22], predict the reactants needed to synthesize it. The reactants are: [F:1][C:2]1[CH:7]=[CH:6][C:5]([CH2:8][C:9]([C:11]2[CH:16]=[CH:15][CH:14]=[CH:13][C:12]=2[C:17]#[C:18][CH2:19][CH2:20][CH2:21][CH3:22])=[O:10])=[CH:4][CH:3]=1.C[Si]([N-][Si](C)(C)C)(C)C.[K+]. (6) Given the product [N:19]1([C:25]([C:27]2[CH:28]=[C:29]([C:2]3[CH:3]=[CH:4][C:5]4[C:6]5[S:15][C:14]([CH2:16][CH2:17][CH3:18])=[N:13][C:7]=5[C:8]([NH2:12])=[N:9][C:10]=4[CH:11]=3)[CH:30]=[CH:31][CH:32]=2)=[O:26])[CH2:24][CH2:23][O:22][CH2:21][CH2:20]1, predict the reactants needed to synthesize it. The reactants are: Br[C:2]1[CH:3]=[CH:4][C:5]2[C:6]3[S:15][C:14]([CH2:16][CH2:17][CH3:18])=[N:13][C:7]=3[C:8]([NH2:12])=[N:9][C:10]=2[CH:11]=1.[N:19]1([C:25]([C:27]2[CH:28]=[C:29](B(O)O)[CH:30]=[CH:31][CH:32]=2)=[O:26])[CH2:24][CH2:23][O:22][CH2:21][CH2:20]1. (7) Given the product [CH3:1][C:2]([C:3]1[NH:4][C:10]2[CH2:11][CH2:12][C:13](=[O:14])[C:9]=2[N:5]=1)([CH3:7])[CH3:6], predict the reactants needed to synthesize it. The reactants are: [CH3:1][C:2]([CH3:7])([CH3:6])[C:3](=[NH:5])[NH2:4].Br[C:9]1[C:10](=O)[CH2:11][CH2:12][C:13]=1[O:14]C.C(=O)([O-])[O-].[K+].[K+].C(Cl)Cl. (8) Given the product [CH:1]1[C:10]2[C:5](=[CH:6][CH:7]=[CH:8][CH:9]=2)[CH:4]=[CH:3][C:2]=1[C:11]1[N:12]=[C:13]([NH:16][C:17]2[N:26]=[CH:25][CH:24]=[CH:23][C:18]=2[C:19]([OH:21])=[O:20])[S:14][CH:15]=1, predict the reactants needed to synthesize it. The reactants are: [CH:1]1[C:10]2[C:5](=[CH:6][CH:7]=[CH:8][CH:9]=2)[CH:4]=[CH:3][C:2]=1[C:11]1[N:12]=[C:13]([NH:16][C:17]2[N:26]=[CH:25][CH:24]=[CH:23][C:18]=2[C:19]([O:21]C)=[O:20])[S:14][CH:15]=1.[OH-].[Li+]. (9) Given the product [NH2:5][C:6]1[C:7]([F:18])=[C:8]([CH2:15][CH2:16][OH:17])[C:9]([N+:12]([O-:14])=[O:13])=[CH:10][CH:11]=1, predict the reactants needed to synthesize it. The reactants are: C([NH:5][C:6]1[C:7]([F:18])=[C:8]([CH2:15][CH2:16][OH:17])[C:9]([N+:12]([O-:14])=[O:13])=[CH:10][CH:11]=1)(C)(C)C. (10) Given the product [Cl:61][C:46]1[C:47]([NH:50][C@@H:51]2[C@@H:56]3[CH2:57][C@@H:53]([CH:54]=[CH:55]3)[C@@H:52]2[C:58]([NH2:60])=[O:59])=[C:48]2[N:49]=[C:66]([C:65]3[CH:68]=[CH:69][C:70]([N:72]4[CH2:73][CH2:74][CH:75]([N:78]5[CH2:83][CH2:82][O:81][CH2:80][CH2:79]5)[CH2:76][CH2:77]4)=[CH:71][C:64]=3[O:63][CH3:62])[NH:42][C:43]2=[N:44][CH:45]=1, predict the reactants needed to synthesize it. The reactants are: FC(F)(F)C(O)=O.ClC1C(N[C@@H]2[C@@H]3C[C@@H](C=C3)[C@@H]2C(N)=O)=C2N=C(C3C=CC(CN4CCOCC4)=CC=3)NC2=NC=1.[NH2:42][C:43]1[C:48]([NH2:49])=[C:47]([NH:50][C@@H:51]2[C@@H:56]3[CH2:57][C@@H:53]([CH:54]=[CH:55]3)[C@@H:52]2[C:58]([NH2:60])=[O:59])[C:46]([Cl:61])=[CH:45][N:44]=1.[CH3:62][O:63][C:64]1[CH:71]=[C:70]([N:72]2[CH2:77][CH2:76][CH:75]([N:78]3[CH2:83][CH2:82][O:81][CH2:80][CH2:79]3)[CH2:74][CH2:73]2)[CH:69]=[CH:68][C:65]=1[CH:66]=O.